Dataset: Full USPTO retrosynthesis dataset with 1.9M reactions from patents (1976-2016). Task: Predict the reactants needed to synthesize the given product. (1) Given the product [F:1][C:2]1[C:7]([F:8])=[CH:6][CH:5]=[CH:4][C:3]=1[C:9](=[O:14])[C:10]([F:11])([F:12])[F:13], predict the reactants needed to synthesize it. The reactants are: [F:1][C:2]1[C:7]([F:8])=[CH:6][CH:5]=[CH:4][C:3]=1[CH:9]([OH:14])[C:10]([F:13])([F:12])[F:11]. (2) Given the product [F:1][C:2]1[C:3]([I:20])=[C:4]([CH:5]=[CH:6][C:7]=1[C:8]([F:9])([F:10])[F:11])[NH2:12], predict the reactants needed to synthesize it. The reactants are: [F:1][C:2]1[C:3]([I:20])=[C:4]([NH:12]C(=O)OC(C)(C)C)[CH:5]=[CH:6][C:7]=1[C:8]([F:11])([F:10])[F:9].Cl. (3) Given the product [Cl:1][C:2]1[S:6][C:5]([C:7]([NH:8][N:9]=[C:10]2[N:16]([C:17]3[CH:22]=[CH:21][CH:20]=[CH:19][CH:18]=3)[C:14](=[O:15])[CH2:13][S:12]2)=[O:11])=[CH:4][CH:3]=1, predict the reactants needed to synthesize it. The reactants are: [Cl:1][C:2]1[S:6][C:5]([C:7]2[O:11][C:10]([S:12][CH2:13][C:14]([NH:16][C:17]3[CH:22]=[CH:21][CH:20]=[CH:19][CH:18]=3)=[O:15])=[N:9][N:8]=2)=[CH:4][CH:3]=1.C([O-])(=O)C.[Na+]. (4) Given the product [CH3:35][C:34]1[C:30]([N:23]([CH2:24][O:25][CH2:26][CH2:27][O:28][CH3:29])[S:22]([C:17]2[S:18][C:19]([CH3:21])=[CH:20][C:16]=2[C:13]2[CH:14]=[CH:15][C:10]([CH2:9][OH:8])=[CH:11][C:12]=2[O:39][CH2:40][CH:41]([CH3:43])[CH3:42])(=[O:38])=[O:37])=[N:31][O:32][C:33]=1[CH3:36], predict the reactants needed to synthesize it. The reactants are: [H-].[Al+3].[Li+].[H-].[H-].[H-].C[O:8][C:9](=O)[C:10]1[CH:15]=[CH:14][C:13]([C:16]2[CH:20]=[C:19]([CH3:21])[S:18][C:17]=2[S:22](=[O:38])(=[O:37])[N:23]([C:30]2[C:34]([CH3:35])=[C:33]([CH3:36])[O:32][N:31]=2)[CH2:24][O:25][CH2:26][CH2:27][O:28][CH3:29])=[C:12]([O:39][CH2:40][CH:41]([CH3:43])[CH3:42])[CH:11]=1.[OH-].[Na+]. (5) Given the product [F:15][C:16]1[CH:17]=[CH:18][C:19]2[C:28](=[O:29])[C:27](=[N:1][OH:2])[C:26]3[N:25]=[CH:24][N:23]=[C:22]([O:30][CH3:31])[C:21]=3[C:20]=2[CH:32]=1, predict the reactants needed to synthesize it. The reactants are: [N:1](OC(C)(C)C)=[O:2].Cl.O1CCOCC1.[F:15][C:16]1[CH:17]=[CH:18][C:19]2[C:28]([OH:29])=[CH:27][C:26]3[N:25]=[CH:24][N:23]=[C:22]([O:30][CH3:31])[C:21]=3[C:20]=2[CH:32]=1. (6) The reactants are: [C:1]([O:5][C:6](=[O:11])[NH:7][CH2:8][CH2:9][OH:10])([CH3:4])([CH3:3])[CH3:2].[H-].[Na+].[CH2:14](Br)[C:15]1[CH:20]=[CH:19][CH:18]=[CH:17][CH:16]=1. Given the product [C:1]([O:5][C:6](=[O:11])[NH:7][CH2:8][CH2:9][O:10][CH2:14][C:15]1[CH:20]=[CH:19][CH:18]=[CH:17][CH:16]=1)([CH3:4])([CH3:2])[CH3:3], predict the reactants needed to synthesize it.